From a dataset of Full USPTO retrosynthesis dataset with 1.9M reactions from patents (1976-2016). Predict the reactants needed to synthesize the given product. (1) Given the product [CH3:13][C:14]1[O:12][C:11]2[C:2]([N:1]=1)=[N:3][C:4]1[CH:5]=[CH:6][CH:7]=[CH:8][C:9]=1[CH:10]=2, predict the reactants needed to synthesize it. The reactants are: [NH2:1][C:2]1[C:11]([OH:12])=[CH:10][C:9]2[C:4](=[CH:5][CH:6]=[CH:7][CH:8]=2)[N:3]=1.[CH3:13][C:14](C)(C)C([O-])([O-])[O-].C1(C)C=CC(S(O)(=O)=O)=CC=1. (2) The reactants are: [NH:1]1[CH2:6][CH2:5][CH:4]([CH2:7][OH:8])[CH2:3][CH2:2]1.[CH2:9](N(CC)CC)C.C(OC([O-])=O)(OC[CH2:20][CH2:21][CH3:22])=O.[C:27]([OH:30])(=[O:29])C. Given the product [C:21]([O:30][C:27]([N:1]1[CH2:6][CH2:5][CH:4]([CH2:7][OH:8])[CH2:3][CH2:2]1)=[O:29])([CH3:20])([CH3:22])[CH3:9], predict the reactants needed to synthesize it. (3) Given the product [CH2:7]([NH:6][C:4](=[O:5])[C:3]1[CH:10]=[CH:11][CH:12]=[N:13][C:2]=1[NH:19][C:18]1[CH:20]=[C:21]([O:25][CH3:26])[C:22]([O:23][CH3:24])=[C:16]([O:15][CH3:14])[CH:17]=1)[C:8]#[CH:9], predict the reactants needed to synthesize it. The reactants are: Cl[C:2]1[N:13]=[CH:12][CH:11]=[CH:10][C:3]=1[C:4]([NH:6][CH2:7][C:8]#[CH:9])=[O:5].[CH3:14][O:15][C:16]1[CH:17]=[C:18]([CH:20]=[C:21]([O:25][CH3:26])[C:22]=1[O:23][CH3:24])[NH2:19]. (4) Given the product [CH3:1][O:8][C:9]([NH:11][CH:12]([CH:17]1[CH2:20][O:19][CH2:18]1)[C:13]([O:15][CH3:16])=[O:14])=[O:10], predict the reactants needed to synthesize it. The reactants are: [CH2:1]([O:8][C:9]([NH:11][C:12](=[C:17]1[CH2:20][O:19][CH2:18]1)[C:13]([O:15][CH3:16])=[O:14])=[O:10])C1C=CC=CC=1.C(OC(OC)=O)(OC)=O.[H][H]. (5) Given the product [C:22]([O:21][C@@H:18]1[C@H:13]2[NH:14][C:15](=[O:17])[O:16][C@H:12]2[CH2:11][C@H:10]([CH2:9][O:8][Si:1]([C:4]([CH3:7])([CH3:5])[CH3:6])([CH3:3])[CH3:2])[C@H:19]1[O:20][C:9](=[O:8])[C:10]1[CH:19]=[CH:18][CH:13]=[CH:12][CH:11]=1)(=[O:29])[C:23]1[CH:28]=[CH:27][CH:26]=[CH:25][CH:24]=1, predict the reactants needed to synthesize it. The reactants are: [Si:1]([O:8][CH2:9][C@@H:10]1[C@@H:19]([OH:20])[C@H:18]([OH:21])[C@H:13]2[NH:14][C:15](=[O:17])[O:16][C@H:12]2[CH2:11]1)([C:4]([CH3:7])([CH3:6])[CH3:5])([CH3:3])[CH3:2].[C:22](Cl)(=[O:29])[C:23]1[CH:28]=[CH:27][CH:26]=[CH:25][CH:24]=1.